This data is from Full USPTO retrosynthesis dataset with 1.9M reactions from patents (1976-2016). The task is: Predict the reactants needed to synthesize the given product. (1) Given the product [F:10][C:5]1[CH:4]=[CH:3][C:2]([N:1]=[C:11]=[O:12])=[CH:9][C:6]=1[C:7]#[N:8], predict the reactants needed to synthesize it. The reactants are: [NH2:1][C:2]1[CH:3]=[CH:4][C:5]([F:10])=[C:6]([CH:9]=1)[C:7]#[N:8].[C:11](=O)([O-])[O-:12].[Na+].[Na+].C(Cl)(Cl)=O.C(=O)(OC)N. (2) Given the product [Cl:40][C:36]1[C:37]([CH3:39])=[CH:38][C:33]([S:30]([NH:29][C:25]2[CH:24]=[C:23]([C:20]3[CH:21]=[CH:22][C:17]([C:15]([NH:14][C:7]4([C:6]([OH:5])=[O:43])[CH2:8][CH2:44]4)=[O:16])=[C:18]([CH3:42])[CH:19]=3)[CH:28]=[CH:27][CH:26]=2)(=[O:31])=[O:32])=[C:34]([CH3:41])[CH:35]=1, predict the reactants needed to synthesize it. The reactants are: C([O:5][C:6](=[O:43])[C@@H:7]([NH:14][C:15]([C:17]1[CH:22]=[CH:21][C:20]([C:23]2[CH:28]=[CH:27][CH:26]=[C:25]([NH:29][S:30]([C:33]3[CH:38]=[C:37]([CH3:39])[C:36]([Cl:40])=[CH:35][C:34]=3[CH3:41])(=[O:32])=[O:31])[CH:24]=2)=[CH:19][C:18]=1[CH3:42])=[O:16])[CH2:8]OC(C)(C)C)(C)(C)C.[CH2:44](OC(C1(N)CC1)=O)C. (3) Given the product [C:58]([CH2:57][CH2:56][CH2:55][C:50]1[CH:51]=[CH:52][CH:53]=[CH:54][C:49]=1[O:33][CH2:32][CH2:31][O:30][CH:18]1[CH:17]([C:14]2[CH:15]=[CH:16][C:11]([O:10][CH2:9][CH2:8][CH2:7][O:6][CH2:5][C:4]3[CH:44]=[CH:45][CH:46]=[CH:47][C:3]=3[O:2][CH3:1])=[CH:12][CH:13]=2)[CH2:22][CH2:21][N:20]([C:23]([O:25][C:26]([CH3:27])([CH3:28])[CH3:29])=[O:24])[CH2:19]1)([OH:60])=[O:59], predict the reactants needed to synthesize it. The reactants are: [CH3:1][O:2][C:3]1[CH:47]=[CH:46][CH:45]=[CH:44][C:4]=1[CH2:5][O:6][CH2:7][CH2:8][CH2:9][O:10][C:11]1[CH:16]=[CH:15][C:14]([CH:17]2[CH2:22][CH2:21][N:20]([C:23]([O:25][C:26]([CH3:29])([CH3:28])[CH3:27])=[O:24])[CH2:19][CH:18]2[O:30][CH2:31][CH2:32][O:33]S(C2C=CC(C)=CC=2)(=O)=O)=[CH:13][CH:12]=1.O[C:49]1[CH:54]=[CH:53][CH:52]=[CH:51][C:50]=1[CH2:55][CH2:56][CH2:57][C:58]([OH:60])=[O:59].[OH-].[Na+].Cl. (4) Given the product [Cl:14][C:15]1[CH:16]=[C:17]([CH:27]=[CH:28][C:29]=1[CH:30]([CH3:33])[CH:31]([OH:32])[C:7]1[CH:12]=[CH:11][N:10]=[C:9]([CH3:13])[CH:8]=1)[O:18][C:19]1[CH:26]=[CH:25][C:22]([C:23]#[N:24])=[CH:21][CH:20]=1, predict the reactants needed to synthesize it. The reactants are: [Li]CCCC.Br[C:7]1[CH:12]=[CH:11][N:10]=[C:9]([CH3:13])[CH:8]=1.[Cl:14][C:15]1[CH:16]=[C:17]([CH:27]=[CH:28][C:29]=1[CH:30]([CH3:33])[CH:31]=[O:32])[O:18][C:19]1[CH:26]=[CH:25][C:22]([C:23]#[N:24])=[CH:21][CH:20]=1.[NH4+].[Cl-].